Dataset: Catalyst prediction with 721,799 reactions and 888 catalyst types from USPTO. Task: Predict which catalyst facilitates the given reaction. (1) Reactant: C(OC([N:11]1[CH2:16][CH2:15][CH:14]([C:17]([N:19]([CH2:26][CH2:27][CH2:28][N:29]2[CH2:34][CH2:33][CH:32]([CH2:35][C:36]3[CH:41]=[CH:40][CH:39]=[CH:38][CH:37]=3)[CH2:31][CH2:30]2)[C:20]2[CH:25]=[CH:24][CH:23]=[CH:22][CH:21]=2)=[O:18])[CH2:13][CH2:12]1)=O)C1C=CC=CC=1. Product: [CH2:35]([CH:32]1[CH2:33][CH2:34][N:29]([CH2:28][CH2:27][CH2:26][N:19]([C:20]2[CH:21]=[CH:22][CH:23]=[CH:24][CH:25]=2)[C:17]([CH:14]2[CH2:15][CH2:16][NH:11][CH2:12][CH2:13]2)=[O:18])[CH2:30][CH2:31]1)[C:36]1[CH:41]=[CH:40][CH:39]=[CH:38][CH:37]=1. The catalyst class is: 129. (2) Reactant: [NH2:1][N:2]1[CH:7]=[CH:6][CH:5]=[C:4]([CH3:8])[C:3]1=[NH2+:9].CC1C=C(C)C=C(C)C=1S([O-])(=O)=O.[Cl:23][CH2:24][C:25](OC)=O.C(=O)([O-])[O-].[K+].[K+]. Product: [Cl:23][CH2:24][C:25]1[N:9]=[C:3]2[C:4]([CH3:8])=[CH:5][CH:6]=[CH:7][N:2]2[N:1]=1. The catalyst class is: 14. (3) Reactant: [CH2:1]([O:8][C:9](=[O:19])[CH2:10][C:11]1([C:16]([OH:18])=O)[CH2:15][CH2:14][CH2:13][CH2:12]1)[C:2]1[CH:7]=[CH:6][CH:5]=[CH:4][CH:3]=1.CCN=C=NCCCN(C)C.Cl.C1C=CC2N(O)N=NC=2C=1.[Cl:42][C:43]1[CH:44]=[C:45]([C:49]2[CH:54]=[CH:53][C:52]([CH2:55][C@@H:56]([C:58]3[NH:62][N:61]=[N:60][N:59]=3)[NH2:57])=[CH:51][CH:50]=2)[CH:46]=[CH:47][CH:48]=1. Product: [Cl:42][C:43]1[CH:44]=[C:45]([C:49]2[CH:50]=[CH:51][C:52]([CH2:55][C@H:56]([NH:57][C:16]([C:11]3([CH2:10][C:9]([O:8][CH2:1][C:2]4[CH:3]=[CH:4][CH:5]=[CH:6][CH:7]=4)=[O:19])[CH2:12][CH2:13][CH2:14][CH2:15]3)=[O:18])[C:58]3[NH:62][N:61]=[N:60][N:59]=3)=[CH:53][CH:54]=2)[CH:46]=[CH:47][CH:48]=1. The catalyst class is: 1. (4) Reactant: [CH2:1]([O:4][C:5]([C:7]1[CH:8]=[C:9]([CH2:13][O:14][CH2:15][C@@H:16]([C:18]([NH:20]C(OC(C)(C)C)=O)=[O:19])[NH2:17])[CH:10]=[CH:11][CH:12]=1)=[O:6])[CH:2]=[CH2:3].[ClH:28]. Product: [ClH:28].[CH2:1]([O:4][C:5]([C:7]1[CH:8]=[C:9]([CH2:13][O:14][CH2:15][C@@H:16]([C:18]([NH2:20])=[O:19])[NH2:17])[CH:10]=[CH:11][CH:12]=1)=[O:6])[CH:2]=[CH2:3]. The catalyst class is: 25. (5) Reactant: [CH3:1][C@:2]12[CH2:22][CH2:21][C:16]3([O:20][CH2:19][CH2:18][O:17]3)[CH2:15][CH:14]1[CH2:13][CH2:12][C@@H:11]1[C@@H:3]2[C@@H:4]([OH:30])[CH2:5][C@@:6]2([CH3:29])[C@H:10]1[CH2:9][CH2:8][C@@H:7]2[C:23]1([CH3:28])OCC[O:24]1.OS(O)(=O)=O. Product: [OH:30][C@@H:4]1[C@H:3]2[C@@H:11]([CH2:12][CH:13]=[C:14]3[C@:2]2([CH3:1])[CH2:22][CH2:21][C:16]2([O:20][CH2:19][CH2:18][O:17]2)[CH2:15]3)[C@H:10]2[C@@:6]([CH3:29])([C@@H:7]([C:23](=[O:24])[CH3:28])[CH2:8][CH2:9]2)[CH2:5]1. The catalyst class is: 95. (6) Reactant: C[O:2][C:3]([CH:5]1[CH2:9][N:8]([C:10]([CH:12]2[CH2:14][CH2:13]2)=[O:11])[CH:7]2[CH2:15][CH2:16][N:17]([C:18](=[O:34])[CH:19]([NH:26][C:27]([O:29][C:30]([CH3:33])([CH3:32])[CH3:31])=[O:28])[CH:20]3[CH2:25][CH2:24][CH2:23][CH2:22][CH2:21]3)[CH:6]12)=[O:4].[OH-].[Na+]. Product: [C:30]([O:29][C:27]([NH:26][CH:19]([CH:20]1[CH2:25][CH2:24][CH2:23][CH2:22][CH2:21]1)[C:18]([N:17]1[CH:6]2[CH:7]([N:8]([C:10]([CH:12]3[CH2:13][CH2:14]3)=[O:11])[CH2:9][CH:5]2[C:3]([OH:4])=[O:2])[CH2:15][CH2:16]1)=[O:34])=[O:28])([CH3:33])([CH3:31])[CH3:32]. The catalyst class is: 5. (7) Reactant: [NH2:1][CH:2]([C:4]1[CH:5]=[C:6]([CH:11]=[CH:12][CH:13]=1)[C:7]([O:9][CH3:10])=[O:8])[CH3:3].[Cl:14][C:15]1[CH:20]=[N:19][CH:18]=[C:17](Cl)[N:16]=1.C(=O)([O-])[O-].[K+].[K+]. Product: [Cl:14][C:15]1[N:16]=[C:17]([NH:1][CH:2]([C:4]2[CH:5]=[C:6]([CH:11]=[CH:12][CH:13]=2)[C:7]([O:9][CH3:10])=[O:8])[CH3:3])[CH:18]=[N:19][CH:20]=1. The catalyst class is: 12.